This data is from Forward reaction prediction with 1.9M reactions from USPTO patents (1976-2016). The task is: Predict the product of the given reaction. (1) Given the reactants Cl.[NH2:2][CH2:3][C:4]1[CH:12]=[CH:11][CH:10]=[C:9]2[C:5]=1[C:6](=[O:22])[N:7]([CH:14]1[CH2:19][CH2:18][C:17](=[O:20])[NH:16][C:15]1=[O:21])[C:8]2=[O:13].C(N(CC)CC)C.[O:30]1[C:34]([C:35](Cl)=[O:36])=[CH:33][CH:32]=[N:31]1, predict the reaction product. The product is: [O:21]=[C:15]1[CH:14]([N:7]2[C:6](=[O:22])[C:5]3[C:9](=[CH:10][CH:11]=[CH:12][C:4]=3[CH2:3][NH:2][C:35]([C:34]3[O:30][N:31]=[CH:32][CH:33]=3)=[O:36])[C:8]2=[O:13])[CH2:19][CH2:18][C:17](=[O:20])[NH:16]1. (2) Given the reactants C(O[C@H]1CN(C2N=CC=CN=2)C[C@H]1NC1C(CC)=NC(C2C(C)=NC(OC)=CC=2)=C(CC)N=1)C.Br[C:36]1[CH:41]=[CH:40][CH:39]=[CH:38][N:37]=1.[Cl:42][C:43]1[CH:48]=[C:47]([O:49][CH3:50])[CH:46]=[CH:45][C:44]=1[C:51]1[N:52]=[C:53]([CH2:68][CH3:69])[C:54]([NH:59][C@H:60]2[C@@H:64]([O:65][CH2:66][CH3:67])[CH2:63][NH:62][CH2:61]2)=[N:55][C:56]=1[CH2:57][CH3:58], predict the reaction product. The product is: [Cl:42][C:43]1[CH:48]=[C:47]([O:49][CH3:50])[CH:46]=[CH:45][C:44]=1[C:51]1[N:52]=[C:53]([CH2:68][CH3:69])[C:54]([NH:59][C@H:60]2[C@@H:64]([O:65][CH2:66][CH3:67])[CH2:63][N:62]([C:36]3[CH:41]=[CH:40][CH:39]=[CH:38][N:37]=3)[CH2:61]2)=[N:55][C:56]=1[CH2:57][CH3:58]. (3) Given the reactants [O:1]=[C:2]1[N:6]([C:7]2[CH:8]=[CH:9][C:10]3[C:16](=O)[CH:15]([C:18]([C:20]4[CH:25]=[CH:24][N:23]=[CH:22][CH:21]=4)=O)[CH2:14][CH2:13][O:12][C:11]=3[CH:26]=2)[CH2:5][C@H:4]([CH2:27][NH:28][C:29](=[O:31])[CH3:30])[O:3]1.O.[NH2:33][NH2:34], predict the reaction product. The product is: [O:1]=[C:2]1[N:6]([C:7]2[CH:8]=[CH:9][C:10]3[C:16]4[NH:33][N:34]=[C:18]([C:20]5[CH:25]=[CH:24][N:23]=[CH:22][CH:21]=5)[C:15]=4[CH2:14][CH2:13][O:12][C:11]=3[CH:26]=2)[CH2:5][C@H:4]([CH2:27][NH:28][C:29](=[O:31])[CH3:30])[O:3]1. (4) Given the reactants [C:1]([C:3]1[C:4]([C:9]2[CH:14]=[CH:13][CH:12]=[CH:11][CH:10]=2)=[N:5][O:6][C:7]=1[CH3:8])#[CH:2].I[C:16]1[CH:25]=[CH:24][CH:23]=[CH:22][C:17]=1[C:18]([O:20][CH3:21])=[O:19], predict the reaction product. The product is: [CH3:21][O:20][C:18](=[O:19])[C:17]1[CH:22]=[CH:23][CH:24]=[CH:25][C:16]=1[C:2]#[C:1][C:3]1[C:4]([C:9]2[CH:14]=[CH:13][CH:12]=[CH:11][CH:10]=2)=[N:5][O:6][C:7]=1[CH3:8]. (5) Given the reactants C(O[C@H]1C[N:8]([C:10]([O:12][C:13]([CH3:16])(C)C)=O)[C@@H](C(O)=O)C1)C=C.COC[C@H]1CCCN1C(C1C=C(C=C(C2OC=CN=2)C=1)C(OC)=O)=O.O1C=CN=C1.C([Li])CCC.[CH2:55]([Sn:59](Cl)([CH2:64][CH2:65][CH2:66][CH3:67])[CH2:60][CH2:61][CH2:62][CH3:63])[CH2:56][CH2:57][CH3:58], predict the reaction product. The product is: [CH2:64]([Sn:59]([CH2:55][CH2:56][CH2:57][CH3:58])([CH2:60][CH2:61][CH2:62][CH3:63])[C:10]1[O:12][CH:13]=[CH:16][N:8]=1)[CH2:65][CH2:66][CH3:67].